Dataset: Reaction yield outcomes from USPTO patents with 853,638 reactions. Task: Predict the reaction yield, written as a fraction of the theoretical maximum amount of product (1.0 means a 100% yield; for example, 0.34 means a 34% yield). (1) The reactants are [C:1]1([C:7]2[CH:11]=[CH:10][NH:9][N:8]=2)[CH:6]=[CH:5][CH:4]=[CH:3][CH:2]=1.C1C(=O)N([Br:19])C(=O)C1.O. The catalyst is CN(C=O)C. The product is [Br:19][C:11]1[C:7]([C:1]2[CH:2]=[CH:3][CH:4]=[CH:5][CH:6]=2)=[N:8][NH:9][CH:10]=1. The yield is 0.930. (2) The reactants are [Cl:1][C:2]1[CH:8]=[CH:7][C:6]([O:9][C:10]2[CH:15]=[CH:14][C:13]([N+:16]([O-:18])=[O:17])=[CH:12][N:11]=2)=[CH:5][C:3]=1[NH2:4].[F:19][C:20]([F:31])([F:30])[C:21](O[C:21](=[O:22])[C:20]([F:31])([F:30])[F:19])=[O:22]. The catalyst is O1CCCC1. The product is [Cl:1][C:2]1[CH:8]=[CH:7][C:6]([O:9][C:10]2[CH:15]=[CH:14][C:13]([N+:16]([O-:18])=[O:17])=[CH:12][N:11]=2)=[CH:5][C:3]=1[NH:4][C:21](=[O:22])[C:20]([F:31])([F:30])[F:19]. The yield is 0.870. (3) The reactants are [C:1]([O:5][C:6](=[O:19])[NH:7][C:8]1[CH:13]=[CH:12][C:11]([CH:14]([CH2:17][NH2:18])[CH2:15][NH2:16])=[CH:10][CH:9]=1)([CH3:4])([CH3:3])[CH3:2].[S:20](N)(N)(=[O:22])=[O:21]. The catalyst is N1C=CC=CC=1. The product is [C:1]([O:5][C:6](=[O:19])[NH:7][C:8]1[CH:13]=[CH:12][C:11]([CH:14]2[CH2:15][NH:16][S:20](=[O:22])(=[O:21])[NH:18][CH2:17]2)=[CH:10][CH:9]=1)([CH3:4])([CH3:2])[CH3:3]. The yield is 0.640. (4) The reactants are [CH3:1][C:2]1[N:7]=[C:6]([CH2:8][CH2:9][CH3:10])[NH:5][C:4](=[O:11])[CH:3]=1.Br[CH2:13][C:14]1[CH:19]=[CH:18][C:17]([C:20]2[C:21]([C:26]#[N:27])=[CH:22][CH:23]=[CH:24][CH:25]=2)=[CH:16][CH:15]=1.C(=O)([O-])[O-].[K+].[K+]. The catalyst is C(#N)C. The product is [CH3:1][C:2]1[N:7]=[C:6]([CH2:8][CH2:9][CH3:10])[N:5]([CH2:13][C:14]2[CH:15]=[CH:16][C:17]([C:20]3[C:21]([C:26]#[N:27])=[CH:22][CH:23]=[CH:24][CH:25]=3)=[CH:18][CH:19]=2)[C:4](=[O:11])[CH:3]=1. The yield is 0.470. (5) The catalyst is C1COCC1. The product is [CH3:5][N:6]1[CH:10]=[CH:9][C:8]([C:11]([OH:13])([C:1]#[CH:2])[CH3:12])=[N:7]1. The yield is 0.747. The reactants are [C:1]([Mg]Br)#[CH:2].[CH3:5][N:6]1[CH:10]=[CH:9][C:8]([C:11](=[O:13])[CH3:12])=[N:7]1. (6) The reactants are CN.[O:3]=[C:4]1[N:8]([C:9]2[CH:14]=[CH:13][C:12]([N:15]3[CH2:20][CH2:19][O:18][CH2:17][C:16]3=[O:21])=[CH:11][CH:10]=2)[CH2:7][C@H:6]([CH2:22][N:23]2C(=O)C3C(=CC=CC=3)C2=O)[O:5]1.[S:34](=[O:38])(=[O:37])([OH:36])[OH:35]. The catalyst is C(O)C. The product is [S:34]([OH:38])([OH:37])(=[O:36])=[O:35].[NH2:23][CH2:22][C@@H:6]1[O:5][C:4](=[O:3])[N:8]([C:9]2[CH:14]=[CH:13][C:12]([N:15]3[CH2:20][CH2:19][O:18][CH2:17][C:16]3=[O:21])=[CH:11][CH:10]=2)[CH2:7]1. The yield is 0.827. (7) The reactants are [CH3:1][O:2][C:3](=[O:24])[CH2:4][C:5]1[C:14]([CH3:15])=[C:13]([C:16]2[CH:21]=[CH:20][C:19]([NH2:22])=[CH:18][CH:17]=2)[C:12]2[C:7](=[CH:8][CH:9]=[C:10]([F:23])[CH:11]=2)[CH:6]=1.[F:25][C:26]([F:42])([F:41])[C:27]1[CH:28]=[C:29]([S:37](Cl)(=[O:39])=[O:38])[CH:30]=[C:31]([C:33]([F:36])([F:35])[F:34])[CH:32]=1.C(N(C(C)C)CC)(C)C. The catalyst is C1COCC1. The product is [CH3:1][O:2][C:3](=[O:24])[CH2:4][C:5]1[C:14]([CH3:15])=[C:13]([C:16]2[CH:21]=[CH:20][C:19]([NH:22][S:37]([C:29]3[CH:30]=[C:31]([C:33]([F:34])([F:35])[F:36])[CH:32]=[C:27]([C:26]([F:25])([F:41])[F:42])[CH:28]=3)(=[O:39])=[O:38])=[CH:18][CH:17]=2)[C:12]2[C:7](=[CH:8][CH:9]=[C:10]([F:23])[CH:11]=2)[CH:6]=1. The yield is 0.210.